Dataset: Catalyst prediction with 721,799 reactions and 888 catalyst types from USPTO. Task: Predict which catalyst facilitates the given reaction. (1) Reactant: C1(S([N:10]2[C:14]3=[N:15][CH:16]=[CH:17][CH:18]=[C:13]3[C:12](Br)=[CH:11]2)(=O)=O)C=CC=CC=1.[CH3:20][O:21][C:22]1[CH:23]=[C:24](B(O)O)[CH:25]=[CH:26][C:27]=1[O:28][CH3:29].C(=O)([O-])[O-].[K+].[K+]. Product: [CH3:20][O:21][C:22]1[CH:23]=[C:24]([C:12]2[C:13]3[C:14](=[N:15][CH:16]=[CH:17][CH:18]=3)[NH:10][CH:11]=2)[CH:25]=[CH:26][C:27]=1[O:28][CH3:29]. The catalyst class is: 602. (2) Reactant: [C:1]([C:3]1[N:7]([C:8]2[CH:13]=[C:12]([S:14][CH2:15][C:16]([F:19])([F:18])[F:17])[C:11]([CH3:20])=[CH:10][C:9]=2[F:21])[N:6]=[C:5]([O:22][C:23]([F:32])([F:31])[CH:24]([F:30])[O:25][C:26]([F:29])([F:28])[F:27])[CH:4]=1)#[N:2].ClC1C=CC=C(C(OO)=[O:41])C=1. Product: [C:1]([C:3]1[N:7]([C:8]2[CH:13]=[C:12]([S:14]([CH2:15][C:16]([F:19])([F:18])[F:17])=[O:41])[C:11]([CH3:20])=[CH:10][C:9]=2[F:21])[N:6]=[C:5]([O:22][C:23]([F:32])([F:31])[CH:24]([F:30])[O:25][C:26]([F:27])([F:28])[F:29])[CH:4]=1)#[N:2]. The catalyst class is: 22. (3) Reactant: [CH3:1][C:2]1[CH:7]=[CH:6][C:5]([CH2:8][N:9]2[C:13](=[O:14])[N:12](C)[C:11]([CH2:16][CH2:17][CH2:18][C:19]3[CH:33]=[CH:32][C:22]([O:23][C:24]([CH3:31])([CH3:30])[C:25]([O:27]CC)=[O:26])=[CH:21][CH:20]=3)=[N:10]2)=[CH:4][CH:3]=1.[OH-].[Na+]. Product: [CH3:1][C:2]1[CH:3]=[CH:4][C:5]([CH2:8][N:9]2[C:13](=[O:14])[N:12]=[C:11]([CH2:16][CH2:17][CH2:18][C:19]3[CH:20]=[CH:21][C:22]([O:23][C:24]([CH3:31])([CH3:30])[C:25]([OH:27])=[O:26])=[CH:32][CH:33]=3)[NH:10]2)=[CH:6][CH:7]=1. The catalyst class is: 11. (4) Reactant: [I:1][C:2]1[C:10]2[C:5](=[CH:6][CH:7]=[CH:8][C:9]=2[N+:11]([O-:13])=[O:12])[NH:4][N:3]=1.C(=O)([O-])[O-].[K+].[K+].Cl.Cl[CH2:22][C:23]1[CH:28]=[CH:27][C:26]([F:29])=[CH:25][N:24]=1. Product: [F:29][C:26]1[CH:27]=[CH:28][C:23]([CH2:22][N:4]2[C:5]3[C:10](=[C:9]([N+:11]([O-:13])=[O:12])[CH:8]=[CH:7][CH:6]=3)[C:2]([I:1])=[N:3]2)=[N:24][CH:25]=1. The catalyst class is: 3. (5) Reactant: [CH2:1]([C:3]1[CH:4]=[CH:5][C:6]([CH2:9][CH2:10][OH:11])=[N:7][CH:8]=1)[CH3:2].C(N(CC)CC)C.[CH3:19][S:20](Cl)(=[O:22])=[O:21]. Product: [CH2:1]([C:3]1[CH:4]=[CH:5][C:6]([CH2:9][CH2:10][O:11][S:20]([CH3:19])(=[O:22])=[O:21])=[N:7][CH:8]=1)[CH3:2]. The catalyst class is: 2. (6) Reactant: O=[C:2]1[C:10]2[C:5](=[CH:6][CH:7]=[C:8]([C:11]3[CH:12]=[C:13]([CH:16]=[CH:17][CH:18]=3)[C:14]#[N:15])[CH:9]=2)[CH2:4][C:3]21[CH2:24][CH2:23][CH2:22][C:21]1[CH:25]=[CH:26][CH:27]=[CH:28][C:20]=1[CH2:19]2.C[Si]([N:33]=[C:34]=[N:35][Si](C)(C)C)(C)C. Product: [C:14]([C:13]1[CH:12]=[C:11]([C:8]2[CH:7]=[C:6]3[C:5](=[CH:10][CH:9]=2)[CH2:4][C:3]2([CH2:19][CH2:20][CH2:28][C:27]4[CH:23]=[CH:22][CH:21]=[CH:25][C:26]=4[CH2:2]2)[C:24]3=[N:35][C:34]#[N:33])[CH:18]=[CH:17][CH:16]=1)#[N:15]. The catalyst class is: 388.